Dataset: Forward reaction prediction with 1.9M reactions from USPTO patents (1976-2016). Task: Predict the product of the given reaction. (1) Given the reactants [C:1]([O:5][C@@H:6]([C:12]1[C:44]([CH3:45])=[CH:43][C:15]2[N:16]=[C:17]([C:19]3[CH:24]=[CH:23][N:22]=[C:21]([C:25]4[CH:26]=[C:27]5[C:32](=[CH:33][CH:34]=4)[N:31]=[C:30](OS(C(F)(F)F)(=O)=O)[CH:29]=[CH:28]5)[CH:20]=3)[S:18][C:14]=2[C:13]=1[C:46]1[CH:51]=[CH:50][C:49]([Cl:52])=[CH:48][CH:47]=1)[C:7]([O:9][CH2:10][CH3:11])=[O:8])([CH3:4])([CH3:3])[CH3:2].[CH:53]1([C:59]([NH2:61])=[O:60])[CH2:58][CH2:57][CH2:56][CH2:55][CH2:54]1.CC1(C)C2C(=C(P(C3C=CC=CC=3)C3C=CC=CC=3)C=CC=2)OC2C(P(C3C=CC=CC=3)C3C=CC=CC=3)=CC=CC1=2.C([O-])([O-])=O.[Cs+].[Cs+], predict the reaction product. The product is: [C:1]([O:5][C@@H:6]([C:12]1[C:44]([CH3:45])=[CH:43][C:15]2[N:16]=[C:17]([C:19]3[CH:24]=[CH:23][N:22]=[C:21]([C:25]4[CH:26]=[C:27]5[C:32](=[CH:33][CH:34]=4)[N:31]=[C:30]([NH:61][C:59]([CH:53]4[CH2:58][CH2:57][CH2:56][CH2:55][CH2:54]4)=[O:60])[CH:29]=[CH:28]5)[CH:20]=3)[S:18][C:14]=2[C:13]=1[C:46]1[CH:51]=[CH:50][C:49]([Cl:52])=[CH:48][CH:47]=1)[C:7]([O:9][CH2:10][CH3:11])=[O:8])([CH3:2])([CH3:3])[CH3:4]. (2) Given the reactants C1C=CC2N(O)N=NC=2C=1.CCN=C=NCCCN(C)C.[CH3:22][O:23][C:24]1[C:32]2[C:27](=[N:28][CH:29]=[C:30]([NH2:33])[CH:31]=2)[NH:26][N:25]=1.[CH2:34]([N:36]([C:42]1[C:43]([F:52])=[C:44]([C:48]([F:51])=[CH:49][CH:50]=1)[C:45](O)=[O:46])[S:37](=[O:41])(=[O:40])[NH:38][CH3:39])[CH3:35], predict the reaction product. The product is: [CH2:34]([N:36]([C:42]1[C:43]([F:52])=[C:44]([C:48]([F:51])=[CH:49][CH:50]=1)[C:45]([NH:33][C:30]1[CH:31]=[C:32]2[C:24]([O:23][CH3:22])=[N:25][NH:26][C:27]2=[N:28][CH:29]=1)=[O:46])[S:37](=[O:40])(=[O:41])[NH:38][CH3:39])[CH3:35]. (3) Given the reactants [CH3:1][O:2][CH2:3][CH2:4][N:5]([CH3:20])[C:6](=[N:8][C:9]1[CH:17]=[C:16]2[C:12]([CH2:13][C@@H:14]([OH:19])[C@@H:15]2[NH-:18])=[CH:11][CH:10]=1)[CH3:7].C(OC(=O)N)(C)(C)C.C(N(CC)CC)C.O=C1CCC(=O)N1[O:43][C:44]([C:46]1[CH:51]=[CH:50][C:49]([C:52]2[CH:57]=[CH:56][CH:55]=[CH:54][CH:53]=2)=[CH:48][CH:47]=1)=O, predict the reaction product. The product is: [CH3:1][O:2][CH2:3][CH2:4][N:5]([CH3:20])[C:6](=[N:8][C:9]1[CH:17]=[C:16]2[C:12]([CH2:13][C@@H:14]([OH:19])[C@@H:15]2[NH:18][C:44]([C:46]2[CH:51]=[CH:50][C:49]([C:52]3[CH:53]=[CH:54][CH:55]=[CH:56][CH:57]=3)=[CH:48][CH:47]=2)=[O:43])=[CH:11][CH:10]=1)[CH3:7]. (4) Given the reactants Cl[CH2:2][C:3]([O:5][C:6]([CH3:9])([CH3:8])[CH3:7])=[O:4].[NH2:10][CH2:11][C:12]1[CH:17]=[CH:16][CH:15]=[CH:14][N:13]=1.C(=O)([O-])[O-].[K+].[K+], predict the reaction product. The product is: [N:13]1[CH:14]=[CH:15][CH:16]=[CH:17][C:12]=1[CH2:11][NH:10][CH2:2][C:3]([O:5][C:6]([CH3:9])([CH3:8])[CH3:7])=[O:4]. (5) Given the reactants [Cl:1][C:2]1[CH:7]=[CH:6][C:5]([CH:8]2[C:12]3[N:13]([CH:22]([CH3:24])[CH3:23])[C:14]([C:16]4[CH2:17][CH2:18][O:19][CH2:20][CH:21]=4)=[N:15][C:11]=3[C:10](=[O:25])[NH:9]2)=[CH:4][CH:3]=1.Cl[C:27]1[CH:28]=[C:29]([CH3:37])[C:30]2[N:31]([C:33]([CH3:36])=[N:34][N:35]=2)[N:32]=1.CC1(C)C2C(=C(P(C3C=CC=CC=3)C3C=CC=CC=3)C=CC=2)OC2C(P(C3C=CC=CC=3)C3C=CC=CC=3)=CC=CC1=2.C([O-])([O-])=O.[Cs+].[Cs+], predict the reaction product. The product is: [Cl:1][C:2]1[CH:3]=[CH:4][C:5]([CH:8]2[C:12]3[N:13]([CH:22]([CH3:23])[CH3:24])[C:14]([C:16]4[CH2:17][CH2:18][O:19][CH2:20][CH:21]=4)=[N:15][C:11]=3[C:10](=[O:25])[N:9]2[C:27]2[CH:28]=[C:29]([CH3:37])[C:30]3[N:31]([C:33]([CH3:36])=[N:34][N:35]=3)[N:32]=2)=[CH:6][CH:7]=1. (6) Given the reactants [Br:1][C:2]1[CH:3]=[C:4]([NH:16][S:17]([CH3:20])(=[O:19])=[O:18])[C:5]([NH:8]C(=O)OC(C)(C)C)=[N:6][CH:7]=1.Cl, predict the reaction product. The product is: [NH2:8][C:5]1[C:4]([NH:16][S:17]([CH3:20])(=[O:19])=[O:18])=[CH:3][C:2]([Br:1])=[CH:7][N:6]=1.